Regression. Given a peptide amino acid sequence and an MHC pseudo amino acid sequence, predict their binding affinity value. This is MHC class II binding data. From a dataset of Peptide-MHC class II binding affinity with 134,281 pairs from IEDB. The peptide sequence is FLTGPLNFTGPCKGD. The MHC is DRB3_0101 with pseudo-sequence DRB3_0101. The binding affinity (normalized) is 0.0856.